Dataset: Full USPTO retrosynthesis dataset with 1.9M reactions from patents (1976-2016). Task: Predict the reactants needed to synthesize the given product. (1) Given the product [C:1]([CH2:3][C:4]1([N:17]2[CH:21]=[C:20]([C:22]3[C:23]4[CH:30]=[CH:29][NH:28][C:24]=4[N:25]=[CH:26][N:27]=3)[CH:19]=[N:18]2)[CH2:5][N:6]([C:8]2[CH:9]=[CH:10][C:11]([C:14]([NH:44][C:41]3([C:40]([F:46])([F:45])[F:39])[CH2:43][CH2:42]3)=[O:15])=[N:12][CH:13]=2)[CH2:7]1)#[N:2], predict the reactants needed to synthesize it. The reactants are: [C:1]([CH2:3][C:4]1([N:17]2[CH:21]=[C:20]([C:22]3[C:23]4[CH:30]=[CH:29][N:28](COCC[Si](C)(C)C)[C:24]=4[N:25]=[CH:26][N:27]=3)[CH:19]=[N:18]2)[CH2:7][N:6]([C:8]2[CH:9]=[CH:10][C:11]([C:14](O)=[O:15])=[N:12][CH:13]=2)[CH2:5]1)#[N:2].[F:39][C:40]([F:46])([F:45])[C:41]1([NH2:44])[CH2:43][CH2:42]1. (2) Given the product [CH:4]([C:6]12[CH2:11][CH2:10][C:9]([C:14]([O:16][CH2:17][C:18]3[CH:19]=[CH:20][CH:21]=[CH:22][CH:23]=3)=[O:15])([CH2:12][CH2:13]1)[CH2:8][O:7]2)=[O:1], predict the reactants needed to synthesize it. The reactants are: [O:1]=[O+][O-].[CH:4]([C:6]12[CH2:13][CH2:12][C:9]([C:14]([O:16][CH2:17][C:18]3[CH:23]=[CH:22][CH:21]=[CH:20][CH:19]=3)=[O:15])([CH2:10][CH2:11]1)[CH2:8][O:7]2)=C.CSC.